This data is from Full USPTO retrosynthesis dataset with 1.9M reactions from patents (1976-2016). The task is: Predict the reactants needed to synthesize the given product. (1) Given the product [NH:13]1[CH2:14][CH2:15][CH2:16][C@H:12]1[C:10]1[NH:11][C:7]([C:3]2[CH:2]=[N:1][CH:6]=[CH:5][CH:4]=2)=[CH:8][N:9]=1, predict the reactants needed to synthesize it. The reactants are: [N:1]1[CH:6]=[CH:5][CH:4]=[C:3]([C:7]2[NH:11][C:10]([C@@H:12]3[CH2:16][CH2:15][CH2:14][N:13]3C(OC(C)(C)C)=O)=[N:9][CH:8]=2)[CH:2]=1. (2) Given the product [N+:18]([C:12]1[CH:13]=[N:14][C:15]2[C:10]([C:11]=1[OH:17])=[CH:9][CH:8]=[C:7]([C:1]1[CH:2]=[CH:3][CH:4]=[CH:5][CH:6]=1)[CH:16]=2)([O-:20])=[O:19], predict the reactants needed to synthesize it. The reactants are: [C:1]1([C:7]2[CH:16]=[C:15]3[C:10]([C:11]([OH:17])=[CH:12][CH:13]=[N:14]3)=[CH:9][CH:8]=2)[CH:6]=[CH:5][CH:4]=[CH:3][CH:2]=1.[N+:18]([O-])([OH:20])=[O:19].